This data is from Forward reaction prediction with 1.9M reactions from USPTO patents (1976-2016). The task is: Predict the product of the given reaction. (1) Given the reactants [OH:1][NH:2][C:3]([C:5]1[C:6]([C:13]([O:15][C:16]([CH3:19])([CH3:18])[CH3:17])=[O:14])=[N:7][C:8]([CH2:11][NH2:12])=[CH:9][CH:10]=1)=[NH:4].I[CH:21]([CH3:23])[CH3:22].C(=O)([O-])[O-].[Cs+].[Cs+].C(OC(=O)C)C.CCCCCC, predict the reaction product. The product is: [CH:21]([O:1][NH:2][C:3]([C:5]1[C:6]([C:13]([O:15][C:16]([CH3:19])([CH3:18])[CH3:17])=[O:14])=[N:7][C:8]([CH2:11][NH2:12])=[CH:9][CH:10]=1)=[NH:4])([CH3:23])[CH3:22]. (2) Given the reactants [C:1]([CH2:3][CH2:4][C:5]([C:8]1[CH:16]=[CH:15][C:11]([C:12]([OH:14])=O)=[CH:10][CH:9]=1)([CH3:7])[CH3:6])#[N:2].[CH3:17][C:18]1[CH:19]=[CH:20][C:21]2[N:22]([CH:24]=[C:25]([NH2:27])[N:26]=2)[CH:23]=1, predict the reaction product. The product is: [C:1]([CH2:3][CH2:4][C:5]([C:8]1[CH:9]=[CH:10][C:11]([C:12]([NH:27][C:25]2[N:26]=[C:21]3[CH:20]=[CH:19][C:18]([CH3:17])=[CH:23][N:22]3[CH:24]=2)=[O:14])=[CH:15][CH:16]=1)([CH3:6])[CH3:7])#[N:2]. (3) Given the reactants [C:1]([NH:9][C:10]1[CH:19]=[C:18]([C:20]2[C:29]3[C:24](=[CH:25][C:26]([O:35][CH2:36][CH3:37])=[C:27]4[O:32][C:31]([CH3:34])([CH3:33])[CH2:30][C:28]4=3)[CH2:23][C:22]([CH3:39])([CH3:38])[N:21]=2)[CH:17]=[CH:16][C:11]=1[C:12]([O:14]C)=[O:13])(=[O:8])[C:2]1[CH:7]=[CH:6][CH:5]=[CH:4][CH:3]=1.[OH-].[Na+].Cl, predict the reaction product. The product is: [C:1]([NH:9][C:10]1[CH:19]=[C:18]([C:20]2[C:29]3[C:24](=[CH:25][C:26]([O:35][CH2:36][CH3:37])=[C:27]4[O:32][C:31]([CH3:33])([CH3:34])[CH2:30][C:28]4=3)[CH2:23][C:22]([CH3:38])([CH3:39])[N:21]=2)[CH:17]=[CH:16][C:11]=1[C:12]([OH:14])=[O:13])(=[O:8])[C:2]1[CH:7]=[CH:6][CH:5]=[CH:4][CH:3]=1.